This data is from M1 muscarinic receptor antagonist screen with 61,756 compounds. The task is: Binary Classification. Given a drug SMILES string, predict its activity (active/inactive) in a high-throughput screening assay against a specified biological target. (1) The molecule is O(C(=O)c1nn(c2c(cccc2)C)c(=O)c(c1C)C#N)CC. The result is 0 (inactive). (2) The compound is Brc1cc(CNn2cnnc2)c(O)cc1. The result is 0 (inactive).